This data is from Reaction yield outcomes from USPTO patents with 853,638 reactions. The task is: Predict the reaction yield, written as a fraction of the theoretical maximum amount of product (1.0 means a 100% yield; for example, 0.34 means a 34% yield). (1) The reactants are N[C:2]1[CH:7]=[C:6](OC)[CH:5]=[CH:4][C:3]=1[C:10]1[CH:11]=[C:12]2[C:17](=[CH:18][CH:19]=1)[CH:16]=[C:15]([O:20][CH3:21])[C:14]([O:22][CH3:23])=[CH:13]2.Cl.[N:25]([O-:27])=[O:26].[Na+].O. The catalyst is C(O)(=O)C. The product is [N+:25]([C:2]1[CH:7]=[CH:6][CH:5]=[CH:4][C:3]=1[C:10]1[CH:11]=[C:12]2[C:17](=[CH:18][CH:19]=1)[CH:16]=[C:15]([O:20][CH3:21])[C:14]([O:22][CH3:23])=[CH:13]2)([O-:27])=[O:26]. The yield is 0.400. (2) The reactants are Cl[C:2]1[CH:3]=[C:4]([CH:41]=[CH:42][C:43]=1F)[C:5]1[C:10]([C:11]2[CH:20]=[CH:19][C:18]3[C:13](=[CH:14][CH:15]=[C:16]([C:21]4[N:25]([CH:26]5[CH2:31][CH2:30][CH2:29][CH2:28][CH2:27]5)[C:24]5[CH:32]=[CH:33][C:34]([C:36]([OH:38])=[O:37])=[CH:35][C:23]=5[N:22]=4)[CH:17]=3)[N:12]=2)=[CH:9][C:8]([O:39][CH3:40])=[CH:7][CH:6]=1.[CH3:45][O:46]C(C1C=CC2N(C3CCCCC3)C(C3C=C4C(=CC=3)N=C(C3C=C(OC)C=CC=3Br)C=C4)=NC=2C=1)=O.COC1C=CC(B(O)O)=CC=1. No catalyst specified. The product is [CH:26]1([N:25]2[C:24]3[CH:32]=[CH:33][C:34]([C:36]([OH:38])=[O:37])=[CH:35][C:23]=3[N:22]=[C:21]2[C:16]2[CH:17]=[C:18]3[C:13](=[CH:14][CH:15]=2)[N:12]=[C:11]([C:10]2[C:5]([C:4]4[CH:3]=[CH:2][C:43]([O:46][CH3:45])=[CH:42][CH:41]=4)=[CH:6][CH:7]=[C:8]([O:39][CH3:40])[CH:9]=2)[CH:20]=[CH:19]3)[CH2:27][CH2:28][CH2:29][CH2:30][CH2:31]1. The yield is 0.150. (3) The reactants are [F:1][C:2]1[CH:7]=[CH:6][C:5]([NH:8][C:9]([C:11]2([C:14]([OH:16])=O)[CH2:13][CH2:12]2)=[O:10])=[CH:4][CH:3]=1.[CH3:17][O:18][C:19]1[CH:41]=[CH:40][C:22]([CH2:23][NH:24][C:25]2[CH:30]=[C:29]([O:31][C:32]3[CH:37]=[CH:36][C:35](N)=[C:34]([F:39])[CH:33]=3)[CH:28]=[CH:27][N:26]=2)=[CH:21][CH:20]=1.C[N:43](C(ON1N=NC2C=CC=CC1=2)=[N+](C)C)C.[B-](F)(F)(F)F.CCN(C(C)C)C(C)C. The catalyst is CN(C=O)C. The product is [CH3:17][O:18][C:19]1[CH:20]=[CH:21][C:22]([CH2:23][NH:24][C:25]2[CH:30]=[C:29]([O:31][C:32]3[CH:37]=[CH:36][C:35]([N:8]([C:5]4[CH:4]=[CH:3][C:2]([F:1])=[CH:7][CH:6]=4)[C:9]([C:11]4([C:14]([NH2:43])=[O:16])[CH2:12][CH2:13]4)=[O:10])=[C:34]([F:39])[CH:33]=3)[CH:28]=[CH:27][N:26]=2)=[CH:40][CH:41]=1. The yield is 0.570. (4) The reactants are [NH2:1][C:2]1[N:7]=[CH:6][C:5]([O:8][C:9]2[CH:10]=[C:11]([NH:15][C:16](=[O:27])[C:17]3[CH:22]=[CH:21][CH:20]=[C:19]([C:23]([F:26])([F:25])[F:24])[CH:18]=3)[CH:12]=[CH:13][CH:14]=2)=[CH:4][CH:3]=1.[CH2:28]([O:30][C:31]([N:33]=[C:34]=[S:35])=[O:32])[CH3:29].O. The catalyst is CS(C)=O. The product is [F:25][C:23]([F:26])([F:24])[C:19]1[CH:18]=[C:17]([CH:22]=[CH:21][CH:20]=1)[C:16]([NH:15][C:11]1[CH:10]=[C:9]([CH:14]=[CH:13][CH:12]=1)[O:8][C:5]1[CH:4]=[CH:3][C:2]([NH:1][C:34]([NH:33][C:31](=[O:32])[O:30][CH2:28][CH3:29])=[S:35])=[N:7][CH:6]=1)=[O:27]. The yield is 0.590. (5) The reactants are [F:1][C:2]1[CH:7]=[C:6]([I:8])[CH:5]=[CH:4][C:3]=1[NH:9][C:10]1[C:15]2[CH:16]=[N:17][S:18][C:14]=2[CH:13]=[CH:12][C:11]=1[C:19]([OH:21])=O.C(N(C(C)C)CC)(C)C.C1C=CC2N(O)N=NC=2C=1.[NH2:41][O:42][CH2:43][C@@H:44]([OH:46])[CH3:45].CCN=C=NCCCN(C)C. The catalyst is CN(C=O)C.C(OCC)(=O)C. The product is [OH:46][C@@H:44]([CH3:45])[CH2:43][O:42][NH:41][C:19]([C:11]1[CH:12]=[CH:13][C:14]2[S:18][N:17]=[CH:16][C:15]=2[C:10]=1[NH:9][C:3]1[CH:4]=[CH:5][C:6]([I:8])=[CH:7][C:2]=1[F:1])=[O:21]. The yield is 0.260. (6) The reactants are I[C:2]1[C:3]([CH3:18])=[N:4][N:5]([S:8]([C:11]2[CH:16]=[CH:15][C:14]([CH3:17])=[CH:13][CH:12]=2)(=[O:10])=[O:9])[C:6]=1[CH3:7].C([Mg]Cl)(C)C.CN([CH:27]=[O:28])C. The catalyst is C1COCC1. The product is [CH3:18][C:3]1[C:2]([CH:27]=[O:28])=[C:6]([CH3:7])[N:5]([S:8]([C:11]2[CH:16]=[CH:15][C:14]([CH3:17])=[CH:13][CH:12]=2)(=[O:10])=[O:9])[N:4]=1. The yield is 0.820. (7) The reactants are [N:1]1[CH:2]=[CH:3][N:4]2[C:9]([NH2:10])=[CH:8][CH:7]=[CH:6][C:5]=12.C1C(=O)N(OC(ON2C(=O)CCC2=O)=O)[C:13](=[O:14])C1.Cl.[Cl:30][C:31]1[CH:50]=[CH:49][C:34]([O:35][C:36]2[CH:37]=[C:38]([CH:46]=[CH:47][CH:48]=2)[CH2:39][N:40]2[CH2:45][CH2:44][NH:43][CH2:42][CH2:41]2)=[CH:33][CH:32]=1.C(N(C(C)C)CC)(C)C. The catalyst is C(Cl)Cl.CN(C1C=CN=CC=1)C.CCOC(C)=O. The product is [N:1]1[CH:2]=[CH:3][N:4]2[C:9]([NH:10][C:13]([N:43]3[CH2:44][CH2:45][N:40]([CH2:39][C:38]4[CH:46]=[CH:47][CH:48]=[C:36]([O:35][C:34]5[CH:49]=[CH:50][C:31]([Cl:30])=[CH:32][CH:33]=5)[CH:37]=4)[CH2:41][CH2:42]3)=[O:14])=[CH:8][CH:7]=[CH:6][C:5]=12. The yield is 0.460.